From a dataset of Full USPTO retrosynthesis dataset with 1.9M reactions from patents (1976-2016). Predict the reactants needed to synthesize the given product. (1) Given the product [Br:13][CH2:14][CH2:15][CH2:16][CH2:17][O:1][C:2]1[CH:11]=[C:10]2[C:5]([CH:6]=[CH:7][C:8](=[O:12])[NH:9]2)=[CH:4][CH:3]=1, predict the reactants needed to synthesize it. The reactants are: [OH:1][C:2]1[CH:11]=[C:10]2[C:5]([CH:6]=[CH:7][C:8](=[O:12])[NH:9]2)=[CH:4][CH:3]=1.[Br:13][CH2:14][CH2:15][CH2:16][CH2:17]Br.C([O-])([O-])=O.[K+].[K+]. (2) Given the product [Cl:1][C:2]1[CH:7]=[C:6]([Cl:8])[CH:5]=[CH:4][C:3]=1[C:9]1[C:10]([N+:16]([O-:18])=[O:17])=[CH:11][CH:12]=[C:13]([N:29]([CH3:30])[CH2:28][CH2:27][NH:26][C:24]2[N:25]=[C:20]([NH2:19])[C:21]([N+:31]([O-:33])=[O:32])=[CH:22][CH:23]=2)[CH:14]=1, predict the reactants needed to synthesize it. The reactants are: [Cl:1][C:2]1[CH:7]=[C:6]([Cl:8])[CH:5]=[CH:4][C:3]=1[C:9]1[CH:14]=[C:13](F)[CH:12]=[CH:11][C:10]=1[N+:16]([O-:18])=[O:17].[NH2:19][C:20]1[N:25]=[C:24]([NH:26][CH2:27][CH2:28][NH:29][CH3:30])[CH:23]=[CH:22][C:21]=1[N+:31]([O-:33])=[O:32].C(N(CC)C(C)C)(C)C.